Dataset: Reaction yield outcomes from USPTO patents with 853,638 reactions. Task: Predict the reaction yield, written as a fraction of the theoretical maximum amount of product (1.0 means a 100% yield; for example, 0.34 means a 34% yield). (1) The reactants are [F:1][C:2]1[CH:3]=[C:4]([C:24]2[CH:33]=[N:32][C:31]3[C:26](=[CH:27][C:28]([O:41][CH2:42]CCC([O-])=O)=[C:29]([O:34][CH2:35][CH2:36]CC([O-])=O)[CH:30]=3)[N:25]=2)[CH:5]=[CH:6][C:7]=1[CH2:8][C:9](=[O:23])[NH:10][C:11]1[CH:15]=[C:14]([C:16]2([C:19]([F:22])([F:21])[F:20])[CH2:18][CH2:17]2)[O:13][N:12]=1.[OH-:48].[Na+].C1C[O:53][CH2:52]C1. The catalyst is CO. The product is [OH:48][CH2:36][CH2:35][O:34][C:29]1[CH:30]=[C:31]2[C:26](=[CH:27][C:28]=1[O:41][CH2:42][CH2:52][OH:53])[N:25]=[C:24]([C:4]1[CH:5]=[CH:6][C:7]([CH2:8][C:9]([NH:10][C:11]3[CH:15]=[C:14]([C:16]4([C:19]([F:20])([F:21])[F:22])[CH2:18][CH2:17]4)[O:13][N:12]=3)=[O:23])=[C:2]([F:1])[CH:3]=1)[CH:33]=[N:32]2. The yield is 0.820. (2) The reactants are [CH3:1][C@H:2]1[CH2:7][CH2:6][C@H:5]([C:8](Cl)=[O:9])[CH2:4][CH2:3]1.[CH3:11][O:12][C:13]([C:15]1[S:16][C:17]([Br:31])=[CH:18][C:19]=1[NH:20][CH:21]1[CH2:30][CH2:29][C:24]2([O:28][CH2:27][CH2:26][O:25]2)[CH2:23][CH2:22]1)=[O:14].N1C=CC=CC=1.CO. The catalyst is C1(C)C=CC=CC=1. The product is [CH3:11][O:12][C:13]([C:15]1[S:16][C:17]([Br:31])=[CH:18][C:19]=1[N:20]([CH:21]1[CH2:22][CH2:23][C:24]2([O:28][CH2:27][CH2:26][O:25]2)[CH2:29][CH2:30]1)[C:8]([C@H:5]1[CH2:6][CH2:7][C@H:2]([CH3:1])[CH2:3][CH2:4]1)=[O:9])=[O:14]. The yield is 0.320. (3) The product is [CH3:35][O:34][C:32](=[O:33])[CH2:31][C:6]1[C:5]2[CH:10]=[CH:11][C:2]([OH:1])=[CH:3][C:4]=2[O:8][CH:7]=1. The catalyst is C1(C)C(C)=CC=CC=1. The yield is 0.230. The reactants are [OH:1][C:2]1[CH:11]=[CH:10][C:5]2[C:6](=O)[CH2:7][O:8][C:4]=2[CH:3]=1.C1(P(=[CH:31][C:32]([O:34][CH3:35])=[O:33])(C2C=CC=CC=2)C2C=CC=CC=2)C=CC=CC=1. (4) The reactants are I[C:2]1[CH:9]=[CH:8][C:5]([C:6]#[N:7])=[CH:4][CH:3]=1.C([Mg]Cl)(C)C.[CH3:15][C:16]1[CH:17]=[C:18]([CH:22]=[O:23])[S:19][C:20]=1[CH3:21].[Cl-].[NH4+]. The catalyst is O1CCCC1. The product is [CH3:15][C:16]1[CH:17]=[C:18]([CH:22]([C:2]2[CH:9]=[CH:8][C:5]([C:6]#[N:7])=[CH:4][CH:3]=2)[OH:23])[S:19][C:20]=1[CH3:21]. The yield is 0.410. (5) The reactants are Cl[C:2]1[N:7]=[N:6][C:5]([C:8]2[CH:13]=[CH:12][CH:11]=[CH:10][CH:9]=2)=[C:4]([C:14]2[CH:19]=[CH:18][N:17]=[CH:16][CH:15]=2)[CH:3]=1.[CH3:20][NH:21][CH3:22].C(OCC)(=O)C. The catalyst is CO. The product is [CH3:20][N:21]([CH3:22])[C:2]1[N:7]=[N:6][C:5]([C:8]2[CH:13]=[CH:12][CH:11]=[CH:10][CH:9]=2)=[C:4]([C:14]2[CH:19]=[CH:18][N:17]=[CH:16][CH:15]=2)[CH:3]=1. The yield is 0.900. (6) The reactants are [CH3:1][C:2]1[N:37]=[C:5]2[N:6]([CH2:33][C:34](=O)[CH3:35])[C:7](=[O:32])[C:8]([CH2:13][C:14]3[CH:19]=[CH:18][C:17]([C:20]4[CH:25]=[CH:24][CH:23]=[CH:22][C:21]=4[C:26]4[NH:30][C:29](=[O:31])[O:28][N:27]=4)=[CH:16][CH:15]=3)=[C:9]([CH2:10][CH2:11][CH3:12])[N:4]2[N:3]=1.Cl.[NH2:39][O:40][CH:41]([CH3:43])[CH3:42].N1C=CC=CC=1.Cl. The catalyst is O.C(OCC)(=O)C. The yield is 0.110. The product is [CH3:1][C:2]1[N:37]=[C:5]2[N:6]([CH2:33]/[C:34](=[N:39]\[O:40][CH:41]([CH3:43])[CH3:42])/[CH3:35])[C:7](=[O:32])[C:8]([CH2:13][C:14]3[CH:15]=[CH:16][C:17]([C:20]4[CH:25]=[CH:24][CH:23]=[CH:22][C:21]=4[C:26]4[NH:30][C:29](=[O:31])[O:28][N:27]=4)=[CH:18][CH:19]=3)=[C:9]([CH2:10][CH2:11][CH3:12])[N:4]2[N:3]=1. (7) The reactants are [CH3:1][C:2]1([CH3:16])[O:6][C:5]([C:7]2[CH:14]=[CH:13][C:10]([C:11]#[N:12])=[CH:9][CH:8]=2)=[CH:4][C:3]1=[O:15].C1C(=O)N([Br:24])C(=O)C1. The catalyst is C(Cl)(Cl)Cl.C(Cl)Cl. The product is [Br:24][C:4]1[C:3](=[O:15])[C:2]([CH3:16])([CH3:1])[O:6][C:5]=1[C:7]1[CH:14]=[CH:13][C:10]([C:11]#[N:12])=[CH:9][CH:8]=1. The yield is 0.310. (8) The reactants are [N+:1]([C:4]1[CH:13]=[CH:12][C:11]2[C:6](=[CH:7][C:8]([N+:14]([O-])=O)=[CH:9][CH:10]=2)[CH:5]=1)([O-:3])=[O:2].CN(C=O)C. The catalyst is C(OC(=O)C)C. The product is [NH2:14][C:8]1[CH:7]=[C:6]2[C:11]([CH:12]=[CH:13][C:4]([N+:1]([O-:3])=[O:2])=[CH:5]2)=[CH:10][CH:9]=1. The yield is 0.240.